Task: Predict the reactants needed to synthesize the given product.. Dataset: Full USPTO retrosynthesis dataset with 1.9M reactions from patents (1976-2016) (1) Given the product [CH2:28]([O:30][C:31]([C:32]1[CH:33]=[C:34]([C:9]2[N:8]([C:6]([O:5][C:2]([CH3:4])([CH3:3])[CH3:1])=[O:7])[C:16]3[C:11]([CH:10]=2)=[CH:12][C:13]([O:17][CH2:18][C:19]2[CH:24]=[CH:23][CH:22]=[CH:21][CH:20]=2)=[CH:14][CH:15]=3)[CH:35]=[CH:36][CH:37]=1)=[O:39])[CH3:29], predict the reactants needed to synthesize it. The reactants are: [CH3:1][C:2]([O:5][C:6]([N:8]1[C:16]2[C:11](=[CH:12][C:13]([O:17][CH2:18][C:19]3[CH:24]=[CH:23][CH:22]=[CH:21][CH:20]=3)=[CH:14][CH:15]=2)[CH:10]=[C:9]1B(O)O)=[O:7])([CH3:4])[CH3:3].[CH2:28]([O:30][C:31](=[O:39])[C:32]1[CH:37]=[CH:36][CH:35]=[C:34](I)[CH:33]=1)[CH3:29].C(=O)([O-])[O-].[Na+].[Na+]. (2) Given the product [CH3:36][N:14]([CH2:13][C@H:11]1[CH2:10][C@@H:9]([C:23]([N:25]2[CH2:29][CH2:28][S:27][CH2:26]2)=[O:24])[NH:8][CH2:12]1)[C:15](=[O:22])[C:16]1[CH:17]=[CH:18][CH:19]=[CH:20][CH:21]=1, predict the reactants needed to synthesize it. The reactants are: C(OC([N:8]1[CH2:12][C@@H:11]([CH2:13][NH:14][C:15](=[O:22])[C:16]2[CH:21]=[CH:20][CH:19]=[CH:18][CH:17]=2)[CH2:10][C@H:9]1[C:23]([N:25]1[CH2:29][CH2:28][S:27][CH2:26]1)=[O:24])=O)(C)(C)C.[H-].[Na+].CI.Cl.O1CCOC[CH2:36]1. (3) Given the product [C:15]([C@@H:18]([NH:29][C:30]([C@@H:31]([NH:42][C:8]([CH:7]([CH2:11][CH:12]([CH3:14])[CH3:13])[CH2:6][C:4]([O:3][CH2:1][CH3:2])=[O:5])=[O:10])[CH2:32][C:33]1[C:41]2[C:36](=[CH:37][CH:38]=[CH:39][CH:40]=2)[NH:35][CH:34]=1)=[O:43])[CH2:19][C:20]1[C:28]2[C:23](=[CH:24][CH:25]=[CH:26][CH:27]=2)[NH:22][CH:21]=1)(=[O:17])[NH2:16], predict the reactants needed to synthesize it. The reactants are: [CH2:1]([O:3][C:4]([CH2:6][CH:7]([CH2:11][CH:12]([CH3:14])[CH3:13])[C:8]([OH:10])=O)=[O:5])[CH3:2].[C:15]([C@@H:18]([NH:29][C:30](=[O:43])[C@@H:31]([NH2:42])[CH2:32][C:33]1[C:41]2[C:36](=[CH:37][CH:38]=[CH:39][CH:40]=2)[NH:35][CH:34]=1)[CH2:19][C:20]1[C:28]2[C:23](=[CH:24][CH:25]=[CH:26][CH:27]=2)[NH:22][CH:21]=1)(=[O:17])[NH2:16].CCN=C=NCCCN(C)C.Cl.C1C=CC2N(O)N=NC=2C=1.CCN(C(C)C)C(C)C. (4) Given the product [NH2:15][C:12]1[CH:13]=[CH:14][C:9]([C:7]([N:4]2[CH2:3][CH2:2][O:1][CH2:6][CH2:5]2)=[O:8])=[CH:10][C:11]=1[C:18]([F:21])([F:20])[F:19], predict the reactants needed to synthesize it. The reactants are: [O:1]1[CH2:6][CH2:5][N:4]([C:7]([C:9]2[CH:14]=[CH:13][C:12]([N+:15]([O-])=O)=[C:11]([C:18]([F:21])([F:20])[F:19])[CH:10]=2)=[O:8])[CH2:3][CH2:2]1.